Predict the product of the given reaction. From a dataset of Forward reaction prediction with 1.9M reactions from USPTO patents (1976-2016). (1) Given the reactants [CH3:1][C:2]1[C:6]([C:7]([O:9]C)=[O:8])=[CH:5][N:4]([CH:11]([C:13]2[CH:18]=[CH:17][CH:16]=[CH:15][CH:14]=2)[CH3:12])[N:3]=1.O.[OH-].[Li+].O1CCCC1.Cl, predict the reaction product. The product is: [CH3:1][C:2]1[C:6]([C:7]([OH:9])=[O:8])=[CH:5][N:4]([CH:11]([C:13]2[CH:18]=[CH:17][CH:16]=[CH:15][CH:14]=2)[CH3:12])[N:3]=1. (2) Given the reactants [CH3:1][O:2][C:3]1[CH:4]=[CH:5][C:6]([CH3:10])=[C:7]([CH:9]=1)[NH2:8].[C:11](O[C:11]([O:13][C:14]([CH3:17])([CH3:16])[CH3:15])=[O:12])([O:13][C:14]([CH3:17])([CH3:16])[CH3:15])=[O:12], predict the reaction product. The product is: [CH3:1][O:2][C:3]1[CH:4]=[CH:5][C:6]([CH3:10])=[C:7]([NH:8][C:11](=[O:12])[O:13][C:14]([CH3:17])([CH3:16])[CH3:15])[CH:9]=1. (3) Given the reactants [N+:1]([C:4]1[NH:8][N:7]=[C:6]([C:9]([O:11][CH3:12])=[O:10])[CH:5]=1)([O-:3])=[O:2].[O:13]1[CH:18]=[CH:17][CH2:16][CH2:15][CH2:14]1.FC(F)(F)C(O)=O, predict the reaction product. The product is: [O:13]1[CH2:18][CH2:17][CH2:16][CH2:15][CH:14]1[N:8]1[C:4]([N+:1]([O-:3])=[O:2])=[CH:5][C:6]([C:9]([O:11][CH3:12])=[O:10])=[N:7]1. (4) Given the reactants [O:1]1[CH2:6][CH2:5][N:4]([CH2:7][C:8]2[CH:9]=[CH:10][C:11]([NH:14]C(=O)OC(C)(C)C)=[N:12][CH:13]=2)[CH2:3][CH2:2]1.C(O)(C(F)(F)F)=O, predict the reaction product. The product is: [O:1]1[CH2:6][CH2:5][N:4]([CH2:7][C:8]2[CH:9]=[CH:10][C:11]([NH2:14])=[N:12][CH:13]=2)[CH2:3][CH2:2]1. (5) Given the reactants [C:1]([O:5][C:6](=[O:12])[NH:7][CH2:8][CH2:9][CH2:10][NH2:11])([CH3:4])([CH3:3])[CH3:2].[CH2:13]([O:20][C:21]([NH:23][CH2:24][C:25](O)=[O:26])=[O:22])[C:14]1[CH:19]=[CH:18][CH:17]=[CH:16][CH:15]=1.CN1CCOCC1.CN(C(ON1N=NC2C=CC=CC1=2)=[N+](C)C)C.[B-](F)(F)(F)F, predict the reaction product. The product is: [C:1]([O:5][C:6](=[O:12])[NH:7][CH2:8][CH2:9][CH2:10][NH:11][C:25](=[O:26])[CH2:24][NH:23][C:21]([O:20][CH2:13][C:14]1[CH:15]=[CH:16][CH:17]=[CH:18][CH:19]=1)=[O:22])([CH3:4])([CH3:2])[CH3:3]. (6) Given the reactants [NH2:1][C:2]1[N:6]([CH2:7][C:8]2[CH:9]=[C:10]([C:14]3[CH:19]=[CH:18][C:17](=[O:20])[N:16]([CH2:21][C:22]4[CH:23]=[C:24]([CH:29]=[CH:30][CH:31]=4)[C:25]([O:27]C)=[O:26])[N:15]=3)[CH:11]=[CH:12][CH:13]=2)[C:5]2[CH:32]=[CH:33][CH:34]=[CH:35][C:4]=2[N:3]=1.O.[OH-].[Li+:38].O, predict the reaction product. The product is: [NH2:1][C:2]1[N:6]([CH2:7][C:8]2[CH:9]=[C:10]([C:14]3[CH:19]=[CH:18][C:17](=[O:20])[N:16]([CH2:21][C:22]4[CH:23]=[C:24]([CH:29]=[CH:30][CH:31]=4)[C:25]([O-:27])=[O:26])[N:15]=3)[CH:11]=[CH:12][CH:13]=2)[C:5]2[CH:32]=[CH:33][CH:34]=[CH:35][C:4]=2[N:3]=1.[Li+:38].